The task is: Predict the reaction yield, written as a fraction of the theoretical maximum amount of product (1.0 means a 100% yield; for example, 0.34 means a 34% yield).. This data is from Reaction yield outcomes from USPTO patents with 853,638 reactions. (1) The reactants are [SH:1][C:2]1[CH:7]=[CH:6][C:5]([CH2:8][C:9]([OH:11])=[O:10])=[CH:4][CH:3]=1.[CH3:12]O. The catalyst is S(=O)(=O)(O)O. The product is [CH3:12][O:10][C:9](=[O:11])[CH2:8][C:5]1[CH:4]=[CH:3][C:2]([SH:1])=[CH:7][CH:6]=1. The yield is 0.960. (2) The reactants are [CH2:1]([NH:4][C:5]1[C:14]2[C:9](=[CH:10][CH:11]=[C:12]([N+:15]([O-:17])=[O:16])[CH:13]=2)[N:8]=[C:7](Cl)[N:6]=1)[CH:2]=[CH2:3].[CH2:19]([NH2:22])[C:20]#[CH:21]. The catalyst is O. The product is [CH2:1]([NH:4][C:5]1[C:14]2[C:9](=[CH:10][CH:11]=[C:12]([N+:15]([O-:17])=[O:16])[CH:13]=2)[N:8]=[C:7]([NH:22][CH2:19][C:20]#[CH:21])[N:6]=1)[CH:2]=[CH2:3]. The yield is 0.886. (3) The reactants are [Cl:1][C:2]1[CH:3]=[C:4]([C@@H:12]([CH2:26][CH:27]2[CH2:31][CH2:30][CH2:29][CH2:28]2)[C:13]([NH:15][C:16]2[CH:20]=[CH:19][N:18]([CH2:21][CH2:22][C:23]([OH:25])=[O:24])[N:17]=2)=[O:14])[CH:5]=[CH:6][C:7]=1[S:8]([CH3:11])(=[O:10])=[O:9].[C:32](Cl)(=O)C(Cl)=O.N1C(C)=CC=CC=1C.CO. The catalyst is C(Cl)Cl. The product is [CH3:32][O:24][C:23](=[O:25])[CH2:22][CH2:21][N:18]1[CH:19]=[CH:20][C:16]([NH:15][C:13](=[O:14])[CH:12]([C:4]2[CH:5]=[CH:6][C:7]([S:8]([CH3:11])(=[O:10])=[O:9])=[C:2]([Cl:1])[CH:3]=2)[CH2:26][CH:27]2[CH2:31][CH2:30][CH2:29][CH2:28]2)=[N:17]1. The yield is 0.550. (4) The reactants are [NH2:1][C:2]1[CH:9]=[C:8]([O:10][CH3:11])[CH:7]=[CH:6][C:3]=1[CH:4]=[O:5].[Br:12]N1C(=O)CCC1=O. The catalyst is ClCCl. The product is [NH2:1][C:2]1[CH:9]=[C:8]([O:10][CH3:11])[C:7]([Br:12])=[CH:6][C:3]=1[CH:4]=[O:5]. The yield is 0.560. (5) The reactants are [CH3:1][C:2]1[N:6]=[C:5]([C@H:7]([NH:9][C:10]([C:12]2[CH:20]=[C:19]3[C:15]([C:16](C(C)=C)=[N:17][N:18]3[C:21]3[CH:26]=[CH:25][C:24]([CH3:27])=[CH:23][CH:22]=3)=[CH:14][CH:13]=2)=[O:11])[CH3:8])[O:4][N:3]=1.C[N+]1([O-])CC[O:35]CC1.[CH3:39][C:40]([CH3:42])=[O:41]. The catalyst is O.[Os](=O)(=O)(=O)=O. The product is [OH:35][CH2:39][C:40]([C:16]1[C:15]2[C:19](=[CH:20][C:12]([C:10]([NH:9][C@@H:7]([C:5]3[O:4][N:3]=[C:2]([CH3:1])[N:6]=3)[CH3:8])=[O:11])=[CH:13][CH:14]=2)[N:18]([C:21]2[CH:26]=[CH:25][C:24]([CH3:27])=[CH:23][CH:22]=2)[N:17]=1)([OH:41])[CH3:42]. The yield is 0.747. (6) The reactants are [C:1]([NH2:10])(=[O:9])[CH2:2][CH2:3][CH2:4][CH2:5][CH2:6][CH2:7][CH3:8].[CH2:11]([N:13]([CH2:22][CH3:23])[C:14]1[CH:21]=[CH:20][C:17]([CH:18]=O)=[CH:16][CH:15]=1)[CH3:12]. No catalyst specified. The product is [CH2:11]([N:13]([CH2:22][CH3:23])[C:14]1[CH:21]=[CH:20][C:17]([CH:18]([NH:10][C:1](=[O:9])[CH2:2][CH2:3][CH2:4][CH2:5][CH2:6][CH2:7][CH3:8])[NH:10][C:1](=[O:9])[CH2:2][CH2:3][CH2:4][CH2:5][CH2:6][CH2:7][CH3:8])=[CH:16][CH:15]=1)[CH3:12]. The yield is 0.680.